Dataset: Catalyst prediction with 721,799 reactions and 888 catalyst types from USPTO. Task: Predict which catalyst facilitates the given reaction. Reactant: [N:1]1[C:6]2[CH:7]=[CH:8][S:9][C:5]=2[C:4](=[O:10])[NH:3][CH:2]=1.[Br:11]Br.C(=O)(O)[O-].[Na+]. Product: [Br:11][C:7]1[C:6]2[N:1]=[CH:2][NH:3][C:4](=[O:10])[C:5]=2[S:9][CH:8]=1. The catalyst class is: 15.